This data is from Full USPTO retrosynthesis dataset with 1.9M reactions from patents (1976-2016). The task is: Predict the reactants needed to synthesize the given product. Given the product [Cl:21][C:22]1[CH:27]=[CH:26][C:25]([C:2]2[CH:3]=[N:4][CH:5]=[C:6]3[C:11]=2[N:10]=[C:9]([C:12]([NH:14][CH:15]([C:17]([OH:20])([CH3:19])[CH3:18])[CH3:16])=[O:13])[CH:8]=[CH:7]3)=[CH:24][C:23]=1[F:31], predict the reactants needed to synthesize it. The reactants are: Br[C:2]1[CH:3]=[N:4][CH:5]=[C:6]2[C:11]=1[N:10]=[C:9]([C:12]([NH:14][CH:15]([C:17]([OH:20])([CH3:19])[CH3:18])[CH3:16])=[O:13])[CH:8]=[CH:7]2.[Cl:21][C:22]1[CH:27]=[CH:26][C:25](B(O)O)=[CH:24][C:23]=1[F:31].